From a dataset of Catalyst prediction with 721,799 reactions and 888 catalyst types from USPTO. Predict which catalyst facilitates the given reaction. Reactant: [O:1]1[C:5]2[CH:6]=[CH:7][C:8]([CH2:10][CH2:11][N:12]3[CH2:16][CH2:15][C@@H:14]([C:17]([C:26]4[CH:31]=[CH:30][CH:29]=[CH:28][CH:27]=4)([C:20]4[CH:25]=[CH:24][CH:23]=[CH:22][CH:21]=4)[C:18]#[N:19])[CH2:13]3)=[CH:9][C:4]=2[CH2:3][CH2:2]1.[BrH:32]. Product: [BrH:32].[O:1]1[C:5]2[CH:6]=[CH:7][C:8]([CH2:10][CH2:11][N:12]3[CH2:16][CH2:15][C@@H:14]([C:17]([C:26]4[CH:31]=[CH:30][CH:29]=[CH:28][CH:27]=4)([C:20]4[CH:25]=[CH:24][CH:23]=[CH:22][CH:21]=4)[C:18]#[N:19])[CH2:13]3)=[CH:9][C:4]=2[CH2:3][CH2:2]1. The catalyst class is: 5.